This data is from Reaction yield outcomes from USPTO patents with 853,638 reactions. The task is: Predict the reaction yield, written as a fraction of the theoretical maximum amount of product (1.0 means a 100% yield; for example, 0.34 means a 34% yield). (1) The reactants are [NH2:1][C:2]1[C:7]2[NH:8][C:9](=[S:16])[N:10]([CH2:11][CH2:12][CH2:13][C:14]#[CH:15])[C:6]=2[CH:5]=[CH:4][N:3]=1.[Br:17][C:18]1[C:26](I)=[CH:25][C:21]2[O:22][CH2:23][O:24][C:20]=2[CH:19]=1.CC1C=CC2C=CC3C=CC(C)=NC=3C=2N=1.O.O(C(C)(C)C)[Na]. The catalyst is CN(C=O)C.[Cu]I. The product is [Br:17][C:18]1[C:26]([S:16][C:9]2[N:10]([CH2:11][CH2:12][CH2:13][C:14]#[CH:15])[C:6]3[CH:5]=[CH:4][N:3]=[C:2]([NH2:1])[C:7]=3[N:8]=2)=[CH:25][C:21]2[O:22][CH2:23][O:24][C:20]=2[CH:19]=1. The yield is 0.310. (2) The reactants are C([O:5][C:6]([CH:8]1[CH:12]([C:13]2[CH:18]=[CH:17][CH:16]=[C:15]([Cl:19])[C:14]=2[F:20])[C:11]([C:23]2[CH:28]=[CH:27][C:26]([Cl:29])=[CH:25][N:24]=2)([C:21]#[N:22])[CH:10]([CH2:30][C:31]([CH3:34])([CH3:33])[CH3:32])[NH:9]1)=[O:7])(C)(C)C.[F:35][C:36]([F:41])([F:40])[C:37]([OH:39])=[O:38]. The catalyst is ClCCl. The product is [F:35][C:36]([F:41])([F:40])[C:37]([OH:39])=[O:38].[Cl:19][C:15]1[C:14]([F:20])=[C:13]([CH:12]2[C:11]([C:23]3[CH:28]=[CH:27][C:26]([Cl:29])=[CH:25][N:24]=3)([C:21]#[N:22])[CH:10]([CH2:30][C:31]([CH3:34])([CH3:32])[CH3:33])[NH:9][CH:8]2[C:6]([OH:7])=[O:5])[CH:18]=[CH:17][CH:16]=1. The yield is 0.790.